From a dataset of Forward reaction prediction with 1.9M reactions from USPTO patents (1976-2016). Predict the product of the given reaction. (1) Given the reactants [C:1]([O:5][C:6](=[O:19])[NH:7][C:8]1[CH:13]=[C:12](Cl)[C:11]([Cl:15])=[CH:10][C:9]=1[N+:16]([O-:18])=[O:17])([CH3:4])([CH3:3])[CH3:2].[CH3:20][NH:21][CH2:22][CH2:23][CH3:24], predict the reaction product. The product is: [C:1]([O:5][C:6](=[O:19])[NH:7][C:8]1[CH:13]=[C:12]([N:21]([CH3:20])[CH2:22][CH2:23][CH3:24])[C:11]([Cl:15])=[CH:10][C:9]=1[N+:16]([O-:18])=[O:17])([CH3:4])([CH3:3])[CH3:2]. (2) Given the reactants [CH3:1]OP(C(=[N+]=[N-])C(=O)C)(=O)OC.[C:13]([C:15]1[CH:16]=[N:17][C:18]2[C:23]([CH:24]=1)=[CH:22][C:21]([O:25][CH:26]([S:37][CH3:38])[C:27]([NH:29][C:30]([CH2:34][O:35][CH3:36])([CH3:33])[CH:31]=O)=[O:28])=[CH:20][CH:19]=2)#[CH:14].C([O-])([O-])=O.[K+].[K+], predict the reaction product. The product is: [C:13]([C:15]1[CH:16]=[N:17][C:18]2[C:23]([CH:24]=1)=[CH:22][C:21]([O:25][CH:26]([S:37][CH3:38])[C:27]([NH:29][C:30]([CH2:34][O:35][CH3:36])([CH3:33])[C:31]#[CH:1])=[O:28])=[CH:20][CH:19]=2)#[CH:14]. (3) Given the reactants [NH2:1][C:2]1[C:7]([C:8]([OH:10])=O)=[C:6]([Cl:11])[N:5]=[CH:4][N:3]=1.O=S(Cl)Cl.[CH3:16][NH2:17].C1COCC1, predict the reaction product. The product is: [NH2:1][C:2]1[C:7]([C:8]([NH:17][CH3:16])=[O:10])=[C:6]([Cl:11])[N:5]=[CH:4][N:3]=1. (4) The product is: [CH3:13][O:12][C:11]1[C:10]2[N:9]=[C:8]([NH:14][C:15]([C:17]3[CH:22]=[N:21][CH:20]=[CH:26][CH:18]=3)=[O:16])[N:7]3[CH2:23][CH2:24][N:25]=[C:6]3[C:5]=2[CH:4]=[CH:3][C:2]=1[O:36][CH2:37][CH2:38][O:39][CH2:40][CH2:41][NH:42][C:43](=[O:44])[O:45][C:46]([CH3:49])([CH3:48])[CH3:47]. Given the reactants O[C:2]1[CH:3]=[CH:4][C:5]2[C:6]3[N:7]([CH2:23][CH2:24][N:25]=3)[C:8]([NH:14][C:15]([C:17]3[CH:18]=N[CH:20]=[N:21][CH:22]=3)=[O:16])=[N:9][C:10]=2[C:11]=1[O:12][CH3:13].[C:26](=O)([O-])[O-].[Cs+].[Cs+].CS([O:36][CH2:37][CH2:38][O:39][CH2:40][CH2:41][NH:42][C:43]([O:45][C:46]([CH3:49])([CH3:48])[CH3:47])=[O:44])(=O)=O.O, predict the reaction product. (5) Given the reactants [CH3:1][N:2]([CH2:4][C:5]1[CH:10]=[CH:9][C:8]([NH2:11])=[CH:7][C:6]=1[C:12]([F:15])([F:14])[F:13])[CH3:3].[Cl:16][C:17]1[CH:22]=[C:21]([O:23][C:24]2[CH:29]=[CH:28][C:27]([N:30]=[C:31]=[O:32])=[CH:26][CH:25]=2)[N:20]=[CH:19][N:18]=1, predict the reaction product. The product is: [Cl:16][C:17]1[N:18]=[CH:19][N:20]=[C:21]([O:23][C:24]2[CH:25]=[CH:26][C:27]([NH:30][C:31]([NH:11][C:8]3[CH:9]=[CH:10][C:5]([CH2:4][N:2]([CH3:1])[CH3:3])=[C:6]([C:12]([F:14])([F:13])[F:15])[CH:7]=3)=[O:32])=[CH:28][CH:29]=2)[CH:22]=1.